Dataset: Reaction yield outcomes from USPTO patents with 853,638 reactions. Task: Predict the reaction yield, written as a fraction of the theoretical maximum amount of product (1.0 means a 100% yield; for example, 0.34 means a 34% yield). (1) The reactants are [Cl:1][C:2]1[CH:3]=[C:4]([NH:9][C:10]2[N:14]=[C:13]([NH2:15])[NH:12][N:11]=2)[CH:5]=[C:6]([Cl:8])[CH:7]=1.[N:16]1([S:21]([C:24]2[CH:31]=[CH:30][C:27]([CH:28]=O)=[CH:26][CH:25]=2)(=[O:23])=[O:22])[CH2:20][CH2:19][CH2:18][CH2:17]1.C(O)(=O)C.Cl. The catalyst is CO. The product is [Cl:1][C:2]1[CH:3]=[C:4]([NH:9][C:10]2[N:14]=[C:13]([NH:15][CH2:28][C:27]3[CH:30]=[CH:31][C:24]([S:21]([N:16]4[CH2:20][CH2:19][CH2:18][CH2:17]4)(=[O:23])=[O:22])=[CH:25][CH:26]=3)[NH:12][N:11]=2)[CH:5]=[C:6]([Cl:8])[CH:7]=1. The yield is 0.790. (2) The reactants are Br[C:2]1[CH:3]=[C:4]([OH:9])[C:5](=[CH:7][CH:8]=1)[OH:6].[Li]CCCC.[B:15](OC)([O:18]C)[O:16]C.Cl. The catalyst is C1COCC1. The product is [OH:9][C:4]1[CH:3]=[C:2]([B:15]([OH:18])[OH:16])[CH:8]=[CH:7][C:5]=1[OH:6]. The yield is 0.630. (3) The reactants are I[C:2]1[CH:3]=[CH:4][C:5]2[N:6]([CH:8]=[C:9]([CH2:11][OH:12])[N:10]=2)[N:7]=1.[OH:13][C:14]1[CH:15]=[C:16]([NH:20][C:21]([C:23]2[N:27]([CH3:28])[N:26]=[C:25]([CH3:29])[CH:24]=2)=[O:22])[CH:17]=[CH:18][CH:19]=1.C(=O)([O-])[O-].[K+].[K+].O. The catalyst is CN(C)C=O. The product is [OH:12][CH2:11][C:9]1[N:10]=[C:5]2[CH:4]=[CH:3][C:2]([O:13][C:14]3[CH:15]=[C:16]([NH:20][C:21]([C:23]4[N:27]([CH3:28])[N:26]=[C:25]([CH3:29])[CH:24]=4)=[O:22])[CH:17]=[CH:18][CH:19]=3)=[N:7][N:6]2[CH:8]=1. The yield is 0.130. (4) The reactants are C[N:2](C)[CH:3]=[CH:4][C:5]([C:7]1[C:12](=[O:13])[CH:11]=[CH:10][N:9]([C:14]2[CH:19]=[CH:18][CH:17]=[C:16]([C:20]([F:23])([F:22])[F:21])[CH:15]=2)[N:8]=1)=O.Cl.[CH3:26][C:27]1[CH:28]=[C:29]([NH:33]N)[CH:30]=[CH:31][CH:32]=1.CCN(CC)CC. The catalyst is C(O)C. The product is [CH3:26][C:27]1[CH:28]=[C:29]([N:33]2[C:5]([C:7]3[C:12](=[O:13])[CH:11]=[CH:10][N:9]([C:14]4[CH:19]=[CH:18][CH:17]=[C:16]([C:20]([F:23])([F:22])[F:21])[CH:15]=4)[N:8]=3)=[CH:4][CH:3]=[N:2]2)[CH:30]=[CH:31][CH:32]=1. The yield is 0.210. (5) The reactants are [CH2:1]([O:3][C:4]([C:6]1[C:7](=[O:28])[NH:8][C:9]2[C:13]([C:14]=1[N:15]1[CH2:20][CH2:19][N:18]([C:21]([C:23]3[S:24][CH:25]=[CH:26][CH:27]=3)=[O:22])[CH2:17][CH2:16]1)=[CH:12][S:11][CH:10]=2)=[O:5])[CH3:2].[CH3:29][O:30][C:31](=[O:40])[C:32]1[CH:37]=[CH:36][C:35]([CH2:38]Br)=[CH:34][CH:33]=1. No catalyst specified. The product is [CH2:1]([O:3][C:4]([C:6]1[C:7](=[O:28])[N:8]([CH2:38][C:35]2[CH:34]=[CH:33][C:32]([C:31]([O:30][CH3:29])=[O:40])=[CH:37][CH:36]=2)[C:9]2[C:13]([C:14]=1[N:15]1[CH2:16][CH2:17][N:18]([C:21]([C:23]3[S:24][CH:25]=[CH:26][CH:27]=3)=[O:22])[CH2:19][CH2:20]1)=[CH:12][S:11][CH:10]=2)=[O:5])[CH3:2]. The yield is 0.510. (6) The reactants are [NH2:1][C:2]1[CH:10]=[CH:9][C:5]2[N:6]=[CH:7][S:8][C:4]=2[CH:3]=1.Cl[O:12][C:13]([CH3:16])(C)C.CC[C:19](OCC)=[S:20].C(N(CC)CC)C. The catalyst is ClCCl.C1COCC1. The product is [CH3:19][S:20][CH:16]1[C:3]2[C:2](=[CH:10][CH:9]=[C:5]3[C:4]=2[S:8][CH:7]=[N:6]3)[NH:1][C:13]1=[O:12]. The yield is 0.790. (7) The reactants are [NH2:1][C:2]1[CH:7]=[C:6]([CH3:8])[C:5]([NH:9][C:10](=[O:19])[CH2:11][C:12]2[CH:17]=[CH:16][CH:15]=[C:14]([F:18])[CH:13]=2)=[C:4]([Cl:20])[CH:3]=1.Cl[CH2:22][CH2:23][O:24][CH2:25][CH2:26]Cl.[I-].[K+].C(=O)(O)[O-].[Na+]. The catalyst is CN(C)C=O. The product is [Cl:20][C:4]1[CH:3]=[C:2]([N:1]2[CH2:26][CH2:25][O:24][CH2:23][CH2:22]2)[CH:7]=[C:6]([CH3:8])[C:5]=1[NH:9][C:10](=[O:19])[CH2:11][C:12]1[CH:17]=[CH:16][CH:15]=[C:14]([F:18])[CH:13]=1. The yield is 0.310.